Dataset: Forward reaction prediction with 1.9M reactions from USPTO patents (1976-2016). Task: Predict the product of the given reaction. (1) Given the reactants [C:1]([O:5][C:6](=[O:25])[N:7]([CH2:9][C:10]1[CH:14]=[C:13](Br)[N:12]([S:16]([C:19]2[CH:20]=[N:21][CH:22]=[CH:23][CH:24]=2)(=[O:18])=[O:17])[CH:11]=1)[CH3:8])([CH3:4])([CH3:3])[CH3:2].[F:26][C:27]1[C:32](B(O)O)=[CH:31][CH:30]=[CH:29][N:28]=1.C(=O)([O-])[O-].[Na+].[Na+], predict the reaction product. The product is: [C:1]([O:5][C:6](=[O:25])[N:7]([CH2:9][C:10]1[CH:14]=[C:13]([C:32]2[C:27]([F:26])=[N:28][CH:29]=[CH:30][CH:31]=2)[N:12]([S:16]([C:19]2[CH:20]=[N:21][CH:22]=[CH:23][CH:24]=2)(=[O:18])=[O:17])[CH:11]=1)[CH3:8])([CH3:4])([CH3:3])[CH3:2]. (2) Given the reactants [CH3:1][N:2]1[CH:6]=[N:5][C:4]([C:7]#[N:8])=[N:3]1.C[O-].[Na+].[Cl-:12].[NH4+:13], predict the reaction product. The product is: [ClH:12].[CH3:1][N:2]1[CH:6]=[N:5][C:4]([C:7](=[NH:13])[NH2:8])=[N:3]1. (3) Given the reactants [CH3:1][NH2:2].Cl[C:4]1[C:5]2[C:12]([C:13]3[CH:18]=[CH:17][C:16]([F:19])=[CH:15][CH:14]=3)=[C:11]([C:20]3[CH:21]=[N:22][C:23](Cl)=[CH:24][CH:25]=3)[O:10][C:6]=2[N:7]=[CH:8][N:9]=1.C([N:29]([CH2:32]C)CC)C, predict the reaction product. The product is: [F:19][C:16]1[CH:17]=[CH:18][C:13]([C:12]2[C:5]3[C:4]([NH:2][CH3:1])=[N:9][CH:8]=[N:7][C:6]=3[O:10][C:11]=2[C:20]2[CH:21]=[N:22][C:23]([NH:29][CH3:32])=[CH:24][CH:25]=2)=[CH:14][CH:15]=1. (4) The product is: [CH3:10][N:6]1[C:5]2[CH:11]=[CH:12][C:2]([N:1]3[CH:16]=[C:17]([C:18]([O:20][CH2:21][CH3:22])=[O:19])[C:23](=[O:30])[NH:24][C:25]3=[O:26])=[CH:3][C:4]=2[S:8][C:7]1=[O:9]. Given the reactants [NH2:1][C:2]1[CH:12]=[CH:11][C:5]2[N:6]([CH3:10])[C:7](=[O:9])[S:8][C:4]=2[CH:3]=1.C(O[CH:16]=[C:17]([C:23](=[O:30])[NH:24][C:25](OCC)=[O:26])[C:18]([O:20][CH2:21][CH3:22])=[O:19])C.CC(C)([O-])C.[K+].Cl, predict the reaction product. (5) The product is: [CH:10]1([N:7]2[CH2:8][CH2:9][CH:5]([CH2:4][C:3]3[CH:17]=[CH:18][CH:19]=[CH:20][C:2]=3[NH:1][C:24]([NH:23][CH2:21][CH3:22])=[O:25])[C:6]2=[O:16])[CH2:11][CH2:12][CH2:13][CH2:14][CH2:15]1. Given the reactants [NH2:1][C:2]1[CH:20]=[CH:19][CH:18]=[CH:17][C:3]=1[CH2:4][CH:5]1[CH2:9][CH2:8][N:7]([CH:10]2[CH2:15][CH2:14][CH2:13][CH2:12][CH2:11]2)[C:6]1=[O:16].[CH2:21]([N:23]=[C:24]=[O:25])[CH3:22].C(OCC)(=O)C.O, predict the reaction product. (6) The product is: [NH2:23][C:14]1[C:13]([N:26]2[CH2:27][CH2:28][O:29][CH2:30][CH2:31]2)=[N:12][C:11]([CH:10]=[CH:9][C:6]2[CH:5]=[CH:4][C:3]([O:2][CH3:1])=[CH:8][CH:7]=2)=[N:16][C:15]=1[N:17]1[CH2:22][CH2:21][O:20][CH2:19][CH2:18]1. Given the reactants [CH3:1][O:2][C:3]1[CH:8]=[CH:7][C:6]([CH:9]=[CH:10][C:11]2[N:16]=[C:15]([N:17]3[CH2:22][CH2:21][O:20][CH2:19][CH2:18]3)[C:14]([N+:23]([O-])=O)=[C:13]([N:26]3[CH2:31][CH2:30][O:29][CH2:28][CH2:27]3)[N:12]=2)=[CH:5][CH:4]=1.[Cl-].[Ca+2].[Cl-], predict the reaction product.